Dataset: NCI-60 drug combinations with 297,098 pairs across 59 cell lines. Task: Regression. Given two drug SMILES strings and cell line genomic features, predict the synergy score measuring deviation from expected non-interaction effect. (1) Drug 1: CC(C1=C(C=CC(=C1Cl)F)Cl)OC2=C(N=CC(=C2)C3=CN(N=C3)C4CCNCC4)N. Drug 2: CN(C)C1=NC(=NC(=N1)N(C)C)N(C)C. Cell line: HOP-62. Synergy scores: CSS=-5.74, Synergy_ZIP=2.08, Synergy_Bliss=0.574, Synergy_Loewe=-6.55, Synergy_HSA=-4.88. (2) Drug 1: CCCCCOC(=O)NC1=NC(=O)N(C=C1F)C2C(C(C(O2)C)O)O. Drug 2: C1=CC=C(C=C1)NC(=O)CCCCCCC(=O)NO. Cell line: SNB-19. Synergy scores: CSS=7.08, Synergy_ZIP=-5.11, Synergy_Bliss=-3.19, Synergy_Loewe=-6.56, Synergy_HSA=-3.22. (3) Drug 1: C1=NC2=C(N=C(N=C2N1C3C(C(C(O3)CO)O)O)F)N. Drug 2: C#CCC(CC1=CN=C2C(=N1)C(=NC(=N2)N)N)C3=CC=C(C=C3)C(=O)NC(CCC(=O)O)C(=O)O. Cell line: COLO 205. Synergy scores: CSS=53.7, Synergy_ZIP=0.884, Synergy_Bliss=-2.53, Synergy_Loewe=-14.9, Synergy_HSA=-2.43. (4) Drug 1: COC1=NC(=NC2=C1N=CN2C3C(C(C(O3)CO)O)O)N. Drug 2: CCN(CC)CCNC(=O)C1=C(NC(=C1C)C=C2C3=C(C=CC(=C3)F)NC2=O)C. Cell line: RPMI-8226. Synergy scores: CSS=17.5, Synergy_ZIP=0.310, Synergy_Bliss=3.49, Synergy_Loewe=5.13, Synergy_HSA=5.14.